Predict the reaction yield, written as a fraction of the theoretical maximum amount of product (1.0 means a 100% yield; for example, 0.34 means a 34% yield). From a dataset of Reaction yield outcomes from USPTO patents with 853,638 reactions. (1) The reactants are [C:1]([NH:5][C:6]1[N:13]=[C:12]([O:14][C:15]2[CH:20]=[CH:19][C:18]([B:21]3[O:25]C(C)(C)[C:23](C)(C)[O:22]3)=[C:17](C=O)[CH:16]=2)[CH:11]=[CH:10][C:7]=1[C:8]#[N:9])([CH3:4])([CH3:3])[CH3:2].[BH4-].[Na+].Cl. The catalyst is CN(C=O)C. The product is [C:1]([NH:5][C:6]1[N:13]=[C:12]([O:14][C:15]2[CH:20]=[CH:19][C:18]3[B:21]([OH:25])[O:22][CH2:23][C:17]=3[CH:16]=2)[CH:11]=[CH:10][C:7]=1[C:8]#[N:9])([CH3:3])([CH3:2])[CH3:4]. The yield is 0.560. (2) The reactants are [C:1]1([C:7]2[CH:11]=[C:10]([NH:12][C:13]([NH:15][C:16](=[O:20])OCC)=[S:14])[NH:9][N:8]=2)[CH:6]=[CH:5][CH:4]=[CH:3][CH:2]=1.S(=O)(=O)(O)O. The catalyst is [OH-].[Na+]. The product is [C:1]1([C:7]2[CH:11]=[C:10]3[NH:12][C:13](=[S:14])[NH:15][C:16](=[O:20])[N:9]3[N:8]=2)[CH:6]=[CH:5][CH:4]=[CH:3][CH:2]=1. The yield is 0.800. (3) The reactants are COCN[C:5]([C:7]1[CH2:11][CH2:10][CH:9]([O:12][Si:13]([C:26]([CH3:29])([CH3:28])[CH3:27])([C:20]2[CH:25]=[CH:24][CH:23]=[CH:22][CH:21]=2)[C:14]2[CH:19]=[CH:18][CH:17]=[CH:16][CH:15]=2)[CH:8]=1)=[O:6].[CH2:30](Cl)[C:31]1[CH:36]=[CH:35][CH:34]=[CH:33][CH:32]=1.[Mg].[Cl-].[NH4+]. The catalyst is O1CCCC1. The product is [Si:13]([O:12][CH:9]1[CH2:10][CH2:11][C:7]([C:5](=[O:6])[CH2:30][C:31]2[CH:36]=[CH:35][CH:34]=[CH:33][CH:32]=2)=[CH:8]1)([C:26]([CH3:27])([CH3:29])[CH3:28])([C:14]1[CH:15]=[CH:16][CH:17]=[CH:18][CH:19]=1)[C:20]1[CH:21]=[CH:22][CH:23]=[CH:24][CH:25]=1. The yield is 0.470.